This data is from Forward reaction prediction with 1.9M reactions from USPTO patents (1976-2016). The task is: Predict the product of the given reaction. (1) Given the reactants FC1C=C2C(C(C3C=CC(N4CCC(N)CC4)=NC=3)=CN2)=CC=1.[F:24][C:25]1[CH:33]=[C:32]2[C:28]([C:29]([C:41]3[CH:42]=[N:43][C:44]([N:47]4[CH2:52][CH2:51][O:50][CH2:49][C:48]4=[O:53])=[CH:45][CH:46]=3)=[CH:30][N:31]2C(OC(C)(C)C)=O)=[CH:27][CH:26]=1, predict the reaction product. The product is: [F:24][C:25]1[CH:33]=[C:32]2[C:28]([C:29]([C:41]3[CH:46]=[CH:45][C:44]([N:47]4[CH2:52][CH2:51][O:50][CH2:49][C:48]4=[O:53])=[N:43][CH:42]=3)=[CH:30][NH:31]2)=[CH:27][CH:26]=1. (2) The product is: [Cl:11][C:12]1[CH:17]=[CH:16][C:15]([C:18](=[O:21])[CH2:19][C:30]2[CH:29]=[CH:28][C:27]([Cl:26])=[CH:32][C:31]=2[Cl:33])=[CH:14][CH:13]=1. Given the reactants [Li+].C[Si]([N-][Si](C)(C)C)(C)C.[Cl:11][C:12]1[CH:17]=[CH:16][C:15]([CH:18]([O:21][Si](C)(C)C)[C:19]#N)=[CH:14][CH:13]=1.[Cl:26][C:27]1[CH:32]=[C:31]([Cl:33])[CH:30]=[CH:29][C:28]=1CCl.Cl.[OH-].[K+], predict the reaction product. (3) Given the reactants [H-].[Na+].[C:3]([N:10]1[CH2:14][CH2:13][C@H:12]([OH:15])[CH2:11]1)([O:5][C:6]([CH3:9])([CH3:8])[CH3:7])=[O:4].[CH2:16](Br)[C:17]1[CH:22]=[CH:21][CH:20]=[CH:19][CH:18]=1, predict the reaction product. The product is: [CH2:16]([O:15][C@H:12]1[CH2:13][CH2:14][N:10]([C:3]([O:5][C:6]([CH3:9])([CH3:8])[CH3:7])=[O:4])[CH2:11]1)[C:17]1[CH:22]=[CH:21][CH:20]=[CH:19][CH:18]=1. (4) Given the reactants [CH2:1]([O:8][CH2:9][CH2:10][C@H:11]([NH:29][C:30](=[O:36])[O:31][C:32]([CH3:35])([CH3:34])[CH3:33])[C:12]1[N:17]([C:18]2[CH:23]=[CH:22][CH:21]=[CH:20][CH:19]=2)[C:16](=[O:24])[C:15]2=[C:25](Br)[CH:26]=[CH:27][N:14]2[N:13]=1)[C:2]1[CH:7]=[CH:6][CH:5]=[CH:4][CH:3]=1.[CH3:37]B1OB(C)OB(C)O1.C(=O)([O-])[O-].[K+].[K+], predict the reaction product. The product is: [CH2:1]([O:8][CH2:9][CH2:10][C@H:11]([NH:29][C:30](=[O:36])[O:31][C:32]([CH3:35])([CH3:34])[CH3:33])[C:12]1[N:17]([C:18]2[CH:23]=[CH:22][CH:21]=[CH:20][CH:19]=2)[C:16](=[O:24])[C:15]2=[C:25]([CH3:37])[CH:26]=[CH:27][N:14]2[N:13]=1)[C:2]1[CH:7]=[CH:6][CH:5]=[CH:4][CH:3]=1. (5) Given the reactants [CH3:1][O:2][CH2:3][CH2:4][NH:5][CH2:6][CH2:7][NH2:8].[N:9]#[C:10][Br:11], predict the reaction product. The product is: [BrH:11].[CH3:1][O:2][CH2:3][CH2:4][N:5]1[CH2:6][CH2:7][N:8]=[C:10]1[NH2:9]. (6) Given the reactants [B-](F)(F)(F)F.[B-](F)(F)(F)F.C1[N+]2(CCl)CC[N+]([F:21])(CC2)C1.[Cl:22][C:23]1[CH:24]=[C:25]([F:33])[CH:26]=[C:27]2[C:31]=1[C:30](=[O:32])[CH2:29][CH2:28]2, predict the reaction product. The product is: [Cl:22][C:23]1[CH:24]=[C:25]([F:33])[CH:26]=[C:27]2[C:31]=1[C:30](=[O:32])[CH:29]([F:21])[CH2:28]2. (7) Given the reactants Br[C:2]1[C:3]([F:17])=[C:4]([CH:14]=[CH:15][CH:16]=1)[CH2:5][O:6][Si](C(C)(C)C)(C)C.[NH:18]1[CH2:21][CH:20]([O:22][C:23]2[CH:28]=[CH:27][N:26]=[CH:25][CH:24]=2)[CH2:19]1.C1C=CC(P(C2C(C3C(P(C4C=CC=CC=4)C4C=CC=CC=4)=CC=C4C=3C=CC=C4)=C3C(C=CC=C3)=CC=2)C2C=CC=CC=2)=CC=1.CC(C)([O-])C.[Na+].CCCC[N+](CCCC)(CCCC)CCCC.[F-].C1COCC1.[Cl-].[NH4+], predict the reaction product. The product is: [F:17][C:3]1[C:2]([N:18]2[CH2:21][CH:20]([O:22][C:23]3[CH:28]=[CH:27][N:26]=[CH:25][CH:24]=3)[CH2:19]2)=[CH:16][CH:15]=[CH:14][C:4]=1[CH2:5][OH:6].